Task: Predict which catalyst facilitates the given reaction.. Dataset: Catalyst prediction with 721,799 reactions and 888 catalyst types from USPTO Reactant: [F:1][C@H:2]1[C@@H:7]([NH:8][C:9](=[O:15])[O:10][C:11]([CH3:14])([CH3:13])[CH3:12])[CH2:6][CH2:5][N:4]([C:16]2[CH:17]=[CH:18][C:19]([F:30])=[C:20]3[C:25]=2[N:24]=[C:23](C=COC)[CH:22]=[CH:21]3)[CH2:3]1.Br[N:32]1[C:36](=O)[CH2:35][CH2:34][C:33]1=O.[OH2:39]. Product: [F:1][C@H:2]1[C@@H:7]([NH:8][C:9](=[O:15])[O:10][C:11]([CH3:13])([CH3:12])[CH3:14])[CH2:6][CH2:5][N:4]([C:16]2[CH:17]=[CH:18][C:19]([F:30])=[C:20]3[C:25]=2[N:24]=[C:23]([C:2]2[N:32]4[CH:36]=[CH:35][C:34]([O:39][CH2:12][CH2:11][O:10][CH3:9])=[CH:33][C:5]4=[N:4][CH:3]=2)[CH:22]=[CH:21]3)[CH2:3]1. The catalyst class is: 1.